From a dataset of Forward reaction prediction with 1.9M reactions from USPTO patents (1976-2016). Predict the product of the given reaction. (1) Given the reactants [F:1][C:2]([C:12]([F:15])([F:14])[F:13])([C:8]([F:11])([F:10])[F:9])[CH:3]=[C:4](I)[CH2:5][OH:6].CC(N=NC(C#N)(C)C)(C#N)C.C([SnH](CCCC)CCCC)CCC, predict the reaction product. The product is: [F:1][C:2]([C:12]([F:13])([F:14])[F:15])([C:8]([F:9])([F:11])[F:10])[CH:3]=[CH:4][CH2:5][OH:6]. (2) Given the reactants [NH2:1][C:2]1[N:10]=[CH:9][N:8]=[C:7]2[C:3]=1[N:4]=[C:5]([SH:11])[NH:6]2.CC1C=CC2C=CC3C=CC(C)=NC=3C=2N=1.CC(C)([O-])C.[K+].I[C:35]1[CH:40]=[CH:39][C:38]([C:41]([F:44])([F:43])[F:42])=[CH:37][CH:36]=1, predict the reaction product. The product is: [F:42][C:41]([F:44])([F:43])[C:38]1[CH:39]=[CH:40][C:35]([S:11][C:5]2[NH:6][C:7]3[C:3]([N:4]=2)=[C:2]([NH2:1])[N:10]=[CH:9][N:8]=3)=[CH:36][CH:37]=1. (3) Given the reactants C(NC(C)C)(C)C.[Li]CCCC.[F:13][C:14]1[CH:15]=[CH:16][C:17]([O:20][CH3:21])=[N:18][CH:19]=1.[CH2:22]([Sn:26]([CH2:32][CH2:33][CH2:34][CH3:35])([CH2:28][CH2:29][CH2:30][CH3:31])Cl)[CH2:23][CH2:24][CH3:25].[NH4+].[Cl-], predict the reaction product. The product is: [F:13][C:14]1[C:15]([Sn:26]([CH2:28][CH2:29][CH2:30][CH3:31])([CH2:32][CH2:33][CH2:34][CH3:35])[CH2:22][CH2:23][CH2:24][CH3:25])=[CH:16][C:17]([O:20][CH3:21])=[N:18][CH:19]=1. (4) Given the reactants [CH:1]1([C:7]2[CH:12]=[CH:11][C:10]([CH2:13]O)=[CH:9][C:8]=2[C:15]([F:18])([F:17])[F:16])[CH2:6][CH2:5][CH2:4][CH2:3][CH2:2]1.C1C=CC(P(C2C=CC=CC=2)C2C=CC=CC=2)=CC=1.C(Br)(Br)(Br)[Br:39], predict the reaction product. The product is: [Br:39][CH2:13][C:10]1[CH:11]=[CH:12][C:7]([CH:1]2[CH2:6][CH2:5][CH2:4][CH2:3][CH2:2]2)=[C:8]([C:15]([F:18])([F:17])[F:16])[CH:9]=1.